Dataset: Reaction yield outcomes from USPTO patents with 853,638 reactions. Task: Predict the reaction yield, written as a fraction of the theoretical maximum amount of product (1.0 means a 100% yield; for example, 0.34 means a 34% yield). (1) The reactants are C[O:2][C:3]1[CH:4]=[C:5]([C:9]2[CH:10]=[N:11][CH:12]=[CH:13][CH:14]=2)[CH:6]=[CH:7][CH:8]=1.[BrH:15]. No catalyst specified. The product is [BrH:15].[N:11]1[CH:12]=[CH:13][CH:14]=[C:9]([C:5]2[CH:4]=[C:3]([OH:2])[CH:8]=[CH:7][CH:6]=2)[CH:10]=1. The yield is 0.920. (2) The reactants are [O:1]=[S:2]1(=[O:28])[CH2:6][CH2:5][CH2:4][N:3]1[C:7]1[CH:12]=[CH:11][C:10]([C:13]2[N:14]([CH2:26][CH3:27])[C:15]3[C:20]([C:21]=2[C:22]#[N:23])=[CH:19][CH:18]=[C:17]([O:24]C)[CH:16]=3)=[CH:9][CH:8]=1.B(Br)(Br)Br. The catalyst is C(Cl)Cl. The product is [O:28]=[S:2]1(=[O:1])[CH2:6][CH2:5][CH2:4][N:3]1[C:7]1[CH:8]=[CH:9][C:10]([C:13]2[N:14]([CH2:26][CH3:27])[C:15]3[C:20]([C:21]=2[C:22]#[N:23])=[CH:19][CH:18]=[C:17]([OH:24])[CH:16]=3)=[CH:11][CH:12]=1. The yield is 1.00. (3) The yield is 0.900. No catalyst specified. The reactants are [F:1][C:2]1[CH:3]=[C:4]([NH:25][C:26](=[O:32])[C:27](OCC)=[O:28])[CH:5]=[CH:6][C:7]=1[O:8][C:9]1[CH:14]=[CH:13][N:12]=[C:11]2[CH:15]=[C:16]([C:18]3[N:19]=[CH:20][N:21]([CH2:23][CH3:24])[CH:22]=3)[S:17][C:10]=12.FC1C=C(NC(=O)C([NH:71][CH2:72][CH2:73][C:74]2[CH:79]=[CH:78][CH:77]=[CH:76][C:75]=2[O:80][CH3:81])=O)C=CC=1OC1C=CN=C2C=C(C3C=CC(OCCN4CCOCC4)=C(OC)C=3)SC=12. The product is [CH2:23]([N:21]1[CH:22]=[C:18]([C:16]2[S:17][C:10]3[C:11](=[N:12][CH:13]=[CH:14][C:9]=3[O:8][C:7]3[CH:6]=[CH:5][C:4]([NH:25][C:26](=[O:32])[C:27]([NH:71][CH2:72][CH2:73][C:74]4[CH:79]=[CH:78][CH:77]=[CH:76][C:75]=4[O:80][CH3:81])=[O:28])=[CH:3][C:2]=3[F:1])[CH:15]=2)[N:19]=[CH:20]1)[CH3:24]. (4) The reactants are [C:1]1([C:11]2[O:15][CH:14]=[N:13][CH:12]=2)[C:10]2[C:5](=[CH:6][CH:7]=[CH:8][CH:9]=2)[CH:4]=[CH:3][CH:2]=1.[Li+].C[Si]([N-][Si](C)(C)C)(C)C.[Cl:26]C(Cl)(Cl)C(Cl)(Cl)Cl. The catalyst is C1COCC1. The product is [Cl:26][C:14]1[O:15][C:11]([C:1]2[C:10]3[C:5](=[CH:6][CH:7]=[CH:8][CH:9]=3)[CH:4]=[CH:3][CH:2]=2)=[CH:12][N:13]=1. The yield is 0.920. (5) The reactants are C(OC([N:8]1[CH2:13][CH2:12][N:11]([C:14]2[C:19]([Cl:20])=[CH:18][C:17]([CH2:21][OH:22])=[CH:16][N:15]=2)[CH2:10][CH2:9]1)=O)(C)(C)C.FC(F)(F)C(O)=O.C(=O)([O-])O.[Na+]. The catalyst is ClCCl. The product is [Cl:20][C:19]1[CH:18]=[C:17]([CH2:21][OH:22])[CH:16]=[N:15][C:14]=1[N:11]1[CH2:12][CH2:13][NH:8][CH2:9][CH2:10]1. The yield is 0.580. (6) The reactants are [C:1]([O:5][C:6]([N:8]1[CH2:12][CH2:11][CH2:10][C@H:9]1[CH2:13][OH:14])=[O:7])([CH3:4])([CH3:3])[CH3:2].[Br:15][C:16]1[CH:17]=[C:18](O)[CH:19]=[N:20][CH:21]=1.C1C=CC(P(C2C=CC=CC=2)C2C=CC=CC=2)=CC=1.N(C(OCC)=O)=NC(OCC)=O. The catalyst is C1COCC1. The product is [Br:15][C:16]1[CH:21]=[N:20][CH:19]=[C:18]([O:14][CH2:13][C@@H:9]2[CH2:10][CH2:11][CH2:12][N:8]2[C:6]([O:5][C:1]([CH3:4])([CH3:3])[CH3:2])=[O:7])[CH:17]=1. The yield is 0.860. (7) The reactants are [OH:1][CH2:2][CH:3]1[CH2:8][CH2:7][CH2:6][CH2:5][N:4]1[CH2:9][CH2:10][O:11][C:12]1[CH:17]=[CH:16][C:15]([OH:18])=[CH:14][CH:13]=1.C(OC1C=CC(OCC[N:34]2C[CH2:38][CH2:37][CH2:36][CH:35]2CO)=CC=1)C1C=CC=CC=1.C(O)C.[C:47]([O:50][CH2:51][CH3:52])(=O)C. The catalyst is [Pd]. The product is [O:50]1[C:51]2[CH:52]=[CH:38][CH:37]=[CH:36][C:35]=2[N:34]=[C:47]1[O:18][C:15]1[CH:14]=[CH:13][C:12]([O:11][CH2:10][CH2:9][N:4]2[CH2:5][CH2:6][CH2:7][CH2:8][CH:3]2[CH2:2][OH:1])=[CH:17][CH:16]=1. The yield is 1.00.